Task: Binary Classification. Given a miRNA mature sequence and a target amino acid sequence, predict their likelihood of interaction.. Dataset: Experimentally validated miRNA-target interactions with 360,000+ pairs, plus equal number of negative samples (1) The miRNA is hsa-miR-649 with sequence AAACCUGUGUUGUUCAAGAGUC. The protein sequence of the target gene is MAAAKAEMQLMSPLQISDPFGSFPHSPTMDNYPKLEEMMLLSNGAPQFLGAAGAPEGSGSNSSSSSSGGGGGGGGGSNSSSSSSTFNPQADTGEQPYEHLTAESFPDISLNNEKVLVETSYPSQTTRLPPITYTGRFSLEPAPNSGNTLWPEPLFSLVSGLVSMTNPPASSSSAPSPAASSASASQSPPLSCAVPSNDSSPIYSAAPTFPTPNTDIFPEPQSQAFPGSAGTALQYPPPAYPAAKGGFQVPMIPDYLFPQQQGDLGLGTPDQKPFQGLESRTQQPSLTPLSTIKAFATQSG.... Result: 0 (no interaction). (2) The miRNA is hsa-miR-1301-3p with sequence UUGCAGCUGCCUGGGAGUGACUUC. The protein sequence of the target gene is MHLRRVKTMPRHSQSLTMAPYSSVSLVEQLEDRILCHEKTTAALVEHAFRIKDDIVSSLQKMQNKGGGDRLARLFLEEHIRNITAIVKQLNRDIEVLQEQIRARDNISYGTNSALKTLEMRQLSGLGDLRGRVARCDASIARLSAEHKSTYEGLQHLNKEQQAAKLILETKIKDAEGQISQLLSRVDLSISEQSTKLKMSHRDSNHQLQLLDTKFKGTVEELSNQILSARSWLQQEQERIEKELLQKIDHLSLIVKENSGANERDVEKKLSQMSARLDKIEESQKRNAEGQRKPDEEKVH.... Result: 0 (no interaction). (3) The miRNA is hsa-miR-503-3p with sequence GGGGUAUUGUUUCCGCUGCCAGG. The protein sequence of the target gene is MRSRVLWGAARWLWPRRAVGPARRPLSSGSPPLEELFTRGGPLRTFLERQAGSEAHLKVRRPELLAVIKLLNEKERELRETEHLLHDENEDLRKLAENEITLCQKEITQLKHQIILLLVPSEETDENDLILEVTAGVGGQEAMLFTSEIFDMYQQYAAFKRWHFETLEYFPSELGGLRHASASIGGSEAYRHMKFEGGVHRVQRVPKTEKQGRVHTSTMTVAILPQPTEINLVINPKDLRIDTKRASGAGGQHVNTTDSAVRIVHLPTGVVSECQQERSQLKNKELAMTKLRAKLYSMHL.... Result: 0 (no interaction). (4) The miRNA is rno-let-7b-5p with sequence UGAGGUAGUAGGUUGUGUGGUU. The protein sequence of the target gene is MSSKDFFACGHSGHWARGCPRGGAGGRRGGGHGRGSQCGSTTLSYTCYCCGESGRNAKNCVLLGNICYNCGRSGHIAKDCKDPKRERRQHCYTCGRLGHLARDCDRQKEQKCYSCGKLGHIQKDCAQVKCYRCGEIGHVAINCSKARPGQLLPLRQIPTSSQGMSQ. Result: 0 (no interaction). (5) Result: 0 (no interaction). The miRNA is hsa-miR-26a-1-3p with sequence CCUAUUCUUGGUUACUUGCACG. The protein sequence of the target gene is MTNQYGILFKQEQAHDDAIWSVAWGTNKKENSETVVTGSLDDLVKVWKWRDERLDLQWSLEGHQLGVVSVDISHTLPIAASSSLDAHIRLWDLENGKQIKSIDAGPVDAWTLAFSPDSQYLATGTHVGKVNIFGVESGKKEYSLDTRGKFILSIAYSPDGKYLASGAIDGIINIFDIATGKLLHTLEGHAMPIRSLTFSPDSQLLVTASDDGYIKIYDVQHANLAGTLSGHASWVLNVAFCPDDTHFVSSSSDKSVKVWDVGTRTCVHTFFDHQDQVWGVKYNGNGSKIVSVGDDQEIHI.... (6) The miRNA is hsa-miR-92b-3p with sequence UAUUGCACUCGUCCCGGCCUCC. The protein sequence of the target gene is MAALAYNLGKREINHYFSVRSAKVLALVAVLLLAACHLASRRYRGNDSCEYLLSSGRFLGEKVWQPHSCMMHKYKISEAKNCLVDKHIAFIGDSRIRQLFYSFVKIINPQFKEEGNKHENIPFEDKTASVKVDFLWHPEVNGSMKQCIKVWTEDSIAKPHVIVAGAATWSIKIHNGSSEALSQYKMNITSIAPLLEKLAKTSDVYWVLQDPVYEDLLSENRKMITNEKIDAYNEAAVSILNSSTRNSKSNVKMFSVSKLIAQETIMESLDGLHLPESSRETTAMILMNVYCNKILKPVDG.... Result: 1 (interaction). (7) The miRNA is hsa-miR-8075 with sequence UGCUGAUGGCAGAUGUCGGGUCUG. The protein sequence of the target gene is MAGPRPRWRDQLLFMSIIVLVIVVICLMFYALLWEAGNLTDLPNLRIGFYNFCLWNEDTSTLQCHQFPELEALGVPRVGLGLARLGVYGSLVLTLFAPQPLLLAQCNSDERAWRLAVGFLAVSSVLLAGGLGLFLSYVWKWVRLSLPGPGFLALGSAQALLILLLIAMAVFPLRAERAESKLESC. Result: 0 (no interaction). (8) The miRNA is hsa-miR-3663-5p with sequence GCUGGUCUGCGUGGUGCUCGG. The protein sequence of the target gene is MGKISSLPTQLFKCCFCDFLKVKMHTMSSSHLFYLALCLLTFTSSATAGPETLCGAELVDALQFVCGDRGFYFNKPTGYGSSSRRAPQTGIVDECCFRSCDLRRLEMYCAPLKPAKSARSVRAQRHTDMPKTQKYQPPSTNKNTKSQRRKGWPKTHPGGEQKEGTEASLQIRGKKKEQRREIGSRNAECRGKKGK. Result: 0 (no interaction). (9) The miRNA is hsa-miR-145-5p with sequence GUCCAGUUUUCCCAGGAAUCCCU. The protein sequence of the target gene is MSLLNCENSCGSSQSSSDCCAAMAASCSAAVKDDSVSGSASTGNLSSSFMEEIQGYDVEFDPPLESKYECPICLMALREAVQTPCGHRFCKACIIKSIRDAGHKCPVDNEILLENQLFPDNFAKREILSLTVKCPNKGCLQKMELRHLEDHQVHCEFALVNCPQCQRPFQKCQVNTHIIEDCPRRQVSCVNCAVSMAYEEKEIHDQSCPLANIICEYCGTILIREQMPNHYDLDCPTAPIPCTFSVFGCHEKMQRNHLARHLQENTQLHMRLLAQAVHNVNLALRPCDAASPSRGCRPED.... Result: 0 (no interaction). (10) The miRNA is mmu-miR-668-3p with sequence UGUCACUCGGCUCGGCCCACUACC. The protein sequence of the target gene is MAGVCDAAAPGEGGGGGADGPERTGRGEAEQPGGGGHGPAPQHTETLGFYESDRRREKRRGRAELSLLRFLSAELTRGYFLEHNEAKYTERRERVYTCMRIPRELEKLMFFGIFLCLDAFLYVFTLLPLRVFLALFRLLTLPCYGLRDRRLLQPAQVCDILKGVILVICYFMMHYVDYSMMYHLIRGQSVIKLYIIYNMLEVADRLFSSFGQDILDALYWTATEPKERKRAHIGVIPHFFMAVLYVFLHAILIMVQATTLNVAFNSHNKSLLTIMMSNNFVEIKGSVFKKFEKNNLFQMS.... Result: 0 (no interaction).